This data is from Reaction yield outcomes from USPTO patents with 853,638 reactions. The task is: Predict the reaction yield, written as a fraction of the theoretical maximum amount of product (1.0 means a 100% yield; for example, 0.34 means a 34% yield). (1) The reactants are ClC1C=CC(C[CH2:9][C:10]([NH2:12])=O)=CC=1CC.[OH-].[Na+].C(OI([C:26]1[CH:31]=[CH:30][CH:29]=[CH:28][CH:27]=1)OC(=O)C)(=O)C.[ClH:32].[CH2:33]1[CH2:37]OCC1. The catalyst is [OH-].[Na+].C1(C)C=CC=CC=1. The product is [Cl:32][C:26]1[CH:27]=[CH:28][C:29]([CH2:9][CH2:10][NH2:12])=[CH:30][C:31]=1[CH2:37][CH3:33]. The yield is 0.860. (2) The reactants are I[C:2]1[CH:7]=[CH:6][C:5]([CH2:8][O:9][C:10]2[CH:15]=[CH:14][CH:13]=[CH:12][CH:11]=2)=[CH:4][CH:3]=1.[C:16]([O:20][CH3:21])(=[O:19])[C:17]#[CH:18].C(=O)([O-])[O-].[K+].[K+]. The catalyst is C1COCC1. The product is [O:9]([CH2:8][C:5]1[CH:6]=[CH:7][C:2]([C:18]#[C:17][C:16]([O:20][CH3:21])=[O:19])=[CH:3][CH:4]=1)[C:10]1[CH:15]=[CH:14][CH:13]=[CH:12][CH:11]=1. The yield is 0.450. (3) The reactants are [OH:1][C:2]1[CH:7]=[CH:6][CH:5]=[CH:4][C:3]=1[C:8](=[O:17])[CH2:9][C:10]([O:12][C:13]([CH3:16])([CH3:15])[CH3:14])=[O:11].[CH:18]([C:20]1[S:21][C:22]([C:25]([O:27][CH3:28])=[O:26])=[CH:23][N:24]=1)=O.N1CCCCC1.C(O)(=O)C. The catalyst is C1C=CC=CC=1. The product is [C:13]([O:12][C:10](=[O:11])/[C:9](/[C:8](=[O:17])[C:3]1[CH:4]=[CH:5][CH:6]=[CH:7][C:2]=1[OH:1])=[CH:18]/[C:20]1[S:21][C:22]([C:25]([O:27][CH3:28])=[O:26])=[CH:23][N:24]=1)([CH3:14])([CH3:16])[CH3:15]. The yield is 0.224. (4) The reactants are [CH3:1][C:2]([CH3:60])([CH2:10][C:11]([O:13][C@H:14]1[CH2:31][CH2:30][C@@:29]2([CH3:32])[C@@H:16]([CH2:17][CH2:18][C@:19]3([CH3:57])[C@@H:28]2[CH2:27][CH2:26][C@H:25]2[C@@:20]3([CH3:56])[CH2:21][CH2:22][C@@:23]3([C@@H:40]4[O:44][C:43](=[O:45])[N:42]([C:46]5([C:49]6[N:54]=[CH:53][C:52]([Cl:55])=[CH:51][N:50]=6)[CH2:48][CH2:47]5)[CH2:41]4)[CH2:35][C:34](=[O:36])[C:33]([CH:37]([CH3:39])[CH3:38])=[C:24]32)[C:15]1([CH3:59])[CH3:58])=[O:12])[C:3]([O:5]C(C)(C)C)=[O:4].C(O)(C(F)(F)F)=O. The yield is 0.670. The product is [Cl:55][C:52]1[CH:51]=[N:50][C:49]([C:46]2([N:42]3[CH2:41][C@H:40]([C@:23]45[CH2:35][C:34](=[O:36])[C:33]([CH:37]([CH3:38])[CH3:39])=[C:24]4[C@@H:25]4[C@@:20]([CH3:56])([CH2:21][CH2:22]5)[C@@:19]5([CH3:57])[C@@H:28]([C@:29]6([CH3:32])[C@@H:16]([CH2:17][CH2:18]5)[C:15]([CH3:58])([CH3:59])[C@@H:14]([O:13][C:11](=[O:12])[CH2:10][C:2]([CH3:1])([CH3:60])[C:3]([OH:5])=[O:4])[CH2:31][CH2:30]6)[CH2:27][CH2:26]4)[O:44][C:43]3=[O:45])[CH2:48][CH2:47]2)=[N:54][CH:53]=1. The catalyst is C(Cl)Cl. (5) The reactants are [N:1]1([C:12](=[O:13])[C:11]2[N:10]([CH2:14][C:15]([OH:17])=O)[CH:9]=[N:8][C:7]=2[N:5]([CH3:6])[C:3]1=[O:4])[CH3:2].CN(C(ON1N=N[C:28]2[CH:29]=[CH:30][CH:31]=[N:32][C:27]1=2)=[N+](C)C)C.F[P-](F)(F)(F)(F)F.[C:42]([O:45][CH2:46][CH3:47])(=O)C.[CH3:48]N(C=O)C. No catalyst specified. The product is [CH3:42][O:45][C:46]1[CH:47]=[CH:48][CH:27]=[CH:28][C:29]=1[CH2:30][CH2:31][NH:32][C:15](=[O:17])[CH2:14][N:10]1[C:11]2[C:12](=[O:13])[N:1]([CH3:2])[C:3](=[O:4])[N:5]([CH3:6])[C:7]=2[N:8]=[CH:9]1. The yield is 0.240. (6) The reactants are [CH2:1]([C@@H:5]1[NH:10][CH2:9][C@H:8]([CH2:11][CH:12]([CH3:14])[CH3:13])[NH:7][C:6]1=[O:15])[CH:2]([CH3:4])[CH3:3].[CH3:16][C:17]1[CH:27]=[CH:26][C:20]([CH:21]=[CH:22][C:23](O)=[O:24])=[CH:19][CH:18]=1.C([C@@H]1N(C(=O)/C=C/C2C=CC=CC=2)C[C@H](CC(C)C)NC1=O)C(C)C. No catalyst specified. The product is [CH2:1]([C@@H:5]1[N:10]([C:23](=[O:24])[CH:22]=[CH:21][C:20]2[CH:26]=[CH:27][C:17]([CH3:16])=[CH:18][CH:19]=2)[CH2:9][C@H:8]([CH2:11][CH:12]([CH3:14])[CH3:13])[NH:7][C:6]1=[O:15])[CH:2]([CH3:4])[CH3:3]. The yield is 0.950. (7) The reactants are [CH2:1]([N:8]1[CH:16]=[C:15]2[C:10]([CH:11]=[C:12]([C:17]3[CH:18]=[C:19]([C:27]4[CH:32]=[CH:31][CH:30]=[C:29]([C:33](C)(C)[O:34][SiH2]C(C)(C)C)[CH:28]=4)[N:20]4[C:25]=3[C:24]([NH2:26])=[N:23][CH:22]=[N:21]4)[CH:13]=[CH:14]2)=[N:9]1)[C:2]1[CH:7]=[CH:6][CH:5]=[CH:4][CH:3]=1.C1COCC1.O. The catalyst is CCO.Cl. The product is [NH2:26][C:24]1[C:25]2=[C:17]([C:12]3[CH:13]=[CH:14][C:15]4[C:10]([CH:11]=3)=[N:9][N:8]([CH2:1][C:2]3[CH:3]=[CH:4][CH:5]=[CH:6][CH:7]=3)[CH:16]=4)[CH:18]=[C:19]([C:27]3[CH:28]=[C:29]([CH2:33][OH:34])[CH:30]=[CH:31][CH:32]=3)[N:20]2[N:21]=[CH:22][N:23]=1. The yield is 0.980. (8) The reactants are [C:1]([O:5][C:6]([N:8]1[CH2:12][CH:11]([O:13][C:14]2[CH:19]=[CH:18][C:17]([F:20])=[C:16]([F:21])[CH:15]=2)[CH:10]2[N:22](C(OCC3C=CC=CC=3)=O)[CH2:23][CH2:24][CH:9]12)=[O:7])([CH3:4])([CH3:3])[CH3:2]. The yield is 1.00. The catalyst is CO.CCOC(C)=O. The product is [C:1]([O:5][C:6]([N:8]1[CH2:12][CH:11]([O:13][C:14]2[CH:19]=[CH:18][C:17]([F:20])=[C:16]([F:21])[CH:15]=2)[CH:10]2[NH:22][CH2:23][CH2:24][CH:9]12)=[O:7])([CH3:4])([CH3:2])[CH3:3].